From a dataset of Forward reaction prediction with 1.9M reactions from USPTO patents (1976-2016). Predict the product of the given reaction. (1) Given the reactants Br[CH2:2][CH:3]1[CH2:12][C:11]2[C:6]3=[C:7]([C:13]([C:15]4[C:16](=[O:31])[NH:17][C:18](=[O:30])[C:19]=4[C:20]4[C:28]5[C:23](=[CH:24][C:25]([F:29])=[CH:26][CH:27]=5)[NH:22][CH:21]=4)=[CH:14][N:5]3[CH2:4]1)[CH:8]=[CH:9][CH:10]=2.[NH3:32].O1CCC[CH2:34]1, predict the reaction product. The product is: [CH3:34][NH:32][CH2:2][CH:3]1[CH2:12][C:11]2[C:6]3=[C:7]([C:13]([C:15]4[C:16](=[O:31])[NH:17][C:18](=[O:30])[C:19]=4[C:20]4[C:28]5[C:23](=[CH:24][C:25]([F:29])=[CH:26][CH:27]=5)[NH:22][CH:21]=4)=[CH:14][N:5]3[CH2:4]1)[CH:8]=[CH:9][CH:10]=2. (2) Given the reactants FC(F)(F)C(O)=O.C(OC([N:15]1[CH2:19][CH2:18][CH:17]([C:20]2[CH:25]=[CH:24][C:23]([S:26]([C:29]3[CH:34]=[CH:33][C:32]([O:35]CC4C=CC(OC)=CC=4)=[C:31]([Cl:45])[CH:30]=3)(=[O:28])=[O:27])=[CH:22][C:21]=2[CH3:46])[CH2:16]1)=O)(C)(C)C, predict the reaction product. The product is: [Cl:45][C:31]1[CH:30]=[C:29]([S:26]([C:23]2[CH:24]=[CH:25][C:20]([CH:17]3[CH2:18][CH2:19][NH:15][CH2:16]3)=[C:21]([CH3:46])[CH:22]=2)(=[O:28])=[O:27])[CH:34]=[CH:33][C:32]=1[OH:35].